This data is from Catalyst prediction with 721,799 reactions and 888 catalyst types from USPTO. The task is: Predict which catalyst facilitates the given reaction. (1) Reactant: [CH3:1][O:2][C:3]1[CH:4]=[C:5]([C:11]2[N:16]=[N:15][C:14]([NH2:17])=[CH:13][CH:12]=2)[CH:6]=[CH:7][C:8]=1[O:9][CH3:10].Cl[CH:19]([C:23](=O)[CH3:24])[C:20](=[O:22])[CH3:21]. Product: [CH3:1][O:2][C:3]1[CH:4]=[C:5]([C:11]2[CH:12]=[CH:13][C:14]3[N:15]([C:19]([C:20](=[O:22])[CH3:21])=[C:23]([CH3:24])[N:17]=3)[N:16]=2)[CH:6]=[CH:7][C:8]=1[O:9][CH3:10]. The catalyst class is: 14. (2) Product: [C:12]1([C:18]2[N:23]=[C:22]([C:24]3[N:28]([C:39]([N:34]4[CH2:38][CH2:37][CH2:36][CH2:35]4)=[O:40])[C:27](=[O:29])[O:26][N:25]=3)[CH:21]=[C:20]([C:30]([F:31])([F:32])[F:33])[N:19]=2)[CH:13]=[CH:14][CH:15]=[CH:16][CH:17]=1. The catalyst class is: 17. Reactant: N12CCCN=C1CCCCC2.[C:12]1([C:18]2[N:23]=[C:22]([C:24]3[NH:25][O:26][C:27](=[O:29])[N:28]=3)[CH:21]=[C:20]([C:30]([F:33])([F:32])[F:31])[N:19]=2)[CH:17]=[CH:16][CH:15]=[CH:14][CH:13]=1.[N:34]1([C:39](Cl)=[O:40])[CH2:38][CH2:37][CH2:36][CH2:35]1. (3) Reactant: CN(C)C=O.Cl[C:7]1[CH:12]=[C:11]([O:13][CH2:14][C:15]#[C:16][CH3:17])[N:10]=[CH:9][N:8]=1.C(=O)([O-])[O-].[K+].[K+].[CH3:24][CH:25]1[CH2:29][CH2:28][CH2:27][NH:26]1. Product: [CH2:14]([O:13][C:11]1[CH:12]=[C:7]([N:26]2[CH2:27][CH2:28][CH2:29][CH:25]2[CH3:24])[N:8]=[CH:9][N:10]=1)[C:15]#[C:16][CH3:17]. The catalyst class is: 13. (4) Reactant: [CH3:1][S:2]([C:5]1[CH:10]=[CH:9][C:8]([C@@H:11]([CH2:15][C@H:16]2[CH2:20][CH2:19][C:18](=[O:21])[CH2:17]2)[C:12](O)=[O:13])=[CH:7][C:6]=1[CH3:22])(=[O:4])=[O:3].C(Cl)(=O)C(Cl)=O.[C:29]([Si:33]([CH3:44])([CH3:43])[O:34][CH2:35][CH2:36][N:37]1[CH:41]=[CH:40][C:39]([NH2:42])=[N:38]1)([CH3:32])([CH3:31])[CH3:30].N1C(C)=CC=CC=1C. The catalyst class is: 306. Product: [C:29]([Si:33]([CH3:44])([CH3:43])[O:34][CH2:35][CH2:36][N:37]1[CH:41]=[CH:40][C:39]([NH:42][C:12](=[O:13])[C@@H:11]([C:8]2[CH:9]=[CH:10][C:5]([S:2]([CH3:1])(=[O:3])=[O:4])=[C:6]([CH3:22])[CH:7]=2)[CH2:15][C@H:16]2[CH2:20][CH2:19][C:18](=[O:21])[CH2:17]2)=[N:38]1)([CH3:32])([CH3:31])[CH3:30]. (5) Reactant: [CH3:1][O-].[Na+].[C:4]12([C:11]3[CH2:15][CH:14]=[CH:13][CH:12]=3)[CH2:10][CH:7]([CH2:8][CH2:9]1)[CH2:6][CH2:5]2.[CH3:16][C:17](C)=O.O. Product: [CH:15]12[CH2:14][CH:13]([CH2:16][CH2:17]1)[CH2:12][CH:11]2[C:4]1[CH:9]=[CH:8][C:7](=[C:6]([CH3:5])[CH3:1])[CH:10]=1. The catalyst class is: 459. (6) Reactant: [Cl:1][C:2]1[O:6][C:5]([CH2:7][C:8]2[CH:15]=[CH:14][C:11]([CH2:12]N)=[CH:10][CH:9]=2)=[CH:4][CH:3]=1.C(O)(=[O:18])C.N([O-])=O.[Na+].C(=O)([O-])[O-].[K+].[K+]. Product: [Cl:1][C:2]1[O:6][C:5]([CH2:7][C:8]2[CH:15]=[CH:14][C:11]([CH2:12][OH:18])=[CH:10][CH:9]=2)=[CH:4][CH:3]=1. The catalyst class is: 84. (7) Reactant: [CH2:1]([O:8][C:9](=[O:52])[N:10]([C@@H:20]1[C:23](=[O:24])[N:22](CC2C=CC(OC)=CC=2OC)[C@@H:21]1[CH2:36][C:37]1[N:38]=[N:39][N:40]([CH2:42][CH2:43][NH:44][C:45]([O:47][C:48]([CH3:51])([CH3:50])[CH3:49])=[O:46])[CH:41]=1)[CH2:11][C:12]1[CH:17]=[CH:16][C:15]([O:18][CH3:19])=[CH:14][CH:13]=1)[C:2]1[CH:7]=[CH:6][CH:5]=[CH:4][CH:3]=1.CC#N.S(OOS([O-])(=O)=O)([O-])(=O)=O.[K+].[K+].P([O-])([O-])([O-])=O.[K+].[K+].[K+]. Product: [CH2:1]([O:8][C:9](=[O:52])[N:10]([C@@H:20]1[C:23](=[O:24])[NH:22][C@@H:21]1[CH2:36][C:37]1[N:38]=[N:39][N:40]([CH2:42][CH2:43][NH:44][C:45]([O:47][C:48]([CH3:50])([CH3:49])[CH3:51])=[O:46])[CH:41]=1)[CH2:11][C:12]1[CH:17]=[CH:16][C:15]([O:18][CH3:19])=[CH:14][CH:13]=1)[C:2]1[CH:7]=[CH:6][CH:5]=[CH:4][CH:3]=1. The catalyst class is: 6. (8) Reactant: [F:1][C:2]1[CH:7]=[C:6]([F:8])[CH:5]=[CH:4][C:3]=1[CH:9]([N:20]1[C@H:25]([CH2:26][CH:27]([CH3:29])[CH3:28])[C:24](=[O:30])[NH:23][C@H:22]([CH:31]2[CH2:39][C:38]3[C:33](=[CH:34][CH:35]=[CH:36][CH:37]=3)[CH2:32]2)[C:21]1=[O:40])[C:10](NC1C=CC=CC=1O)=[O:11].C(N1C=CN=C1)(N1C=CN=C1)=[O:42]. Product: [F:1][C:2]1[CH:7]=[C:6]([F:8])[CH:5]=[CH:4][C:3]=1[CH:9]([N:20]1[C@H:25]([CH2:26][CH:27]([CH3:28])[CH3:29])[C:24](=[O:30])[NH:23][C@H:22]([CH:31]2[CH2:32][C:33]3[C:38](=[CH:37][CH:36]=[CH:35][CH:34]=3)[CH2:39]2)[C:21]1=[O:40])[C:10]([OH:42])=[O:11]. The catalyst class is: 4. (9) Reactant: COC1C=CC(C[N:8]2[C:12]3[N:13]=[CH:14][C:15]4[CH2:16][N:17]([C:21](=[O:29])[CH2:22][C:23]5[CH:28]=[CH:27][CH:26]=[CH:25][CH:24]=5)[CH2:18][CH2:19][C:20]=4[C:11]=3[CH:10]=[N:9]2)=CC=1.FC(F)(F)C(O)=O.C1(C)C=CC=CC=1. Product: [CH:10]1[C:11]2[C:20]3[CH2:19][CH2:18][N:17]([C:21](=[O:29])[CH2:22][C:23]4[CH:28]=[CH:27][CH:26]=[CH:25][CH:24]=4)[CH2:16][C:15]=3[CH:14]=[N:13][C:12]=2[NH:8][N:9]=1. The catalyst class is: 4. (10) Reactant: [CH3:1][O:2][P:3]([C:16]1[CH:21]=[CH:20][CH:19]=[CH:18][CH:17]=1)(=[O:15])[O:4][C:5]1[CH:6]=[C:7]2[C:11](=[CH:12][CH:13]=1)[NH:10][N:9]=[C:8]2[I:14].[C:22](O[C:22]([O:24][C:25]([CH3:28])([CH3:27])[CH3:26])=[O:23])([O:24][C:25]([CH3:28])([CH3:27])[CH3:26])=[O:23].C(N(CC)CC)C. Product: [C:25]([O:24][C:22]([N:10]1[C:11]2[C:7](=[CH:6][C:5]([O:4][P:3]([O:2][CH3:1])([C:16]3[CH:17]=[CH:18][CH:19]=[CH:20][CH:21]=3)=[O:15])=[CH:13][CH:12]=2)[C:8]([I:14])=[N:9]1)=[O:23])([CH3:28])([CH3:27])[CH3:26]. The catalyst class is: 119.